Predict which catalyst facilitates the given reaction. From a dataset of Catalyst prediction with 721,799 reactions and 888 catalyst types from USPTO. (1) Product: [Br:8][C:17]1[CH:16]=[CH:15][C:13]([NH2:14])=[C:12]([F:18])[C:11]=1[CH:10]([F:9])[F:19]. Reactant: C1C(=O)N([Br:8])C(=O)C1.[F:9][CH:10]([F:19])[C:11]1[C:12]([F:18])=[C:13]([CH:15]=[CH:16][CH:17]=1)[NH2:14].CN(C=O)C. The catalyst class is: 6. (2) Reactant: [Cl:1]Cl.[CH3:3][C:4]1[CH:8]([CH3:9])[C:7](=[O:10])[NH:6][N:5]=1. Product: [CH3:3][C:4]1[C:8]([CH3:9])([Cl:1])[C:7](=[O:10])[NH:6][N:5]=1. The catalyst class is: 26.